The task is: Predict which catalyst facilitates the given reaction.. This data is from Catalyst prediction with 721,799 reactions and 888 catalyst types from USPTO. Reactant: [Br:1][C:2]1[C:3]2[CH:11]=[CH:10][CH:9]=[C:8]([C:12](O)([CH3:14])[CH3:13])[C:4]=2[S:5][C:6]=1[CH3:7].CCN(CC)CC.CS(Cl)(=O)=O. Product: [Br:1][C:2]1[C:3]2[CH:11]=[CH:10][CH:9]=[C:8]([C:12]([CH3:14])=[CH2:13])[C:4]=2[S:5][C:6]=1[CH3:7]. The catalyst class is: 91.